Dataset: Catalyst prediction with 721,799 reactions and 888 catalyst types from USPTO. Task: Predict which catalyst facilitates the given reaction. (1) Reactant: [OH:1][C:2]1[N:6]([CH3:7])[N:5]=[C:4]([C:8]([F:11])([F:10])[F:9])[CH:3]=1.[OH-].[Na+].[CH2:14]=O.[C:16]1([CH3:25])[CH:21]=[CH:20][C:19]([S:22]([O-:24])=[O:23])=[CH:18][CH:17]=1.[Na+].Cl. Product: [OH:1][C:2]1[N:6]([CH3:7])[N:5]=[C:4]([C:8]([F:11])([F:10])[F:9])[C:3]=1[CH2:14][S:22]([C:19]1[CH:20]=[CH:21][C:16]([CH3:25])=[CH:17][CH:18]=1)(=[O:24])=[O:23]. The catalyst class is: 18. (2) Reactant: [CH2:1]([O:3][C:4]([C:6]1[CH:7]=[C:8]([C:15](=[O:20])C(Cl)(Cl)Cl)[N:9]2[CH2:14][CH2:13][O:12][CH2:11][C:10]=12)=[O:5])[CH3:2].[NH:21]1[CH2:25][CH2:24][CH2:23][CH2:22]1. Product: [CH2:1]([O:3][C:4]([C:6]1[CH:7]=[C:8]([C:15]([N:21]2[CH2:25][CH2:24][CH2:23][CH2:22]2)=[O:20])[N:9]2[CH2:14][CH2:13][O:12][CH2:11][C:10]=12)=[O:5])[CH3:2]. The catalyst class is: 7. (3) Reactant: [CH3:1][O:2][C:3]1[C:8]([O:9][CH3:10])=[C:7]([O:11][CH3:12])[CH:6]=[C:5]([CH3:13])[C:4]=1[CH:14]([C:16]1[C:17]([O:24][CH3:25])=[N:18][CH:19]=[C:20]([Br:23])[C:21]=1[Cl:22])[OH:15]. Product: [CH3:1][O:2][C:3]1[C:8]([O:9][CH3:10])=[C:7]([O:11][CH3:12])[CH:6]=[C:5]([CH3:13])[C:4]=1[C:14]([C:16]1[C:17]([O:24][CH3:25])=[N:18][CH:19]=[C:20]([Br:23])[C:21]=1[Cl:22])=[O:15]. The catalyst class is: 661. (4) Reactant: [CH2:1]([N:8]([CH2:16][CH2:17][C:18]1[CH:23]=[CH:22][C:21]([S:24]([C:27]2[CH:32]=[CH:31][C:30]([O:33]CC3C=CC=CC=3)=[C:29]([C:41]([NH:43][CH3:44])=[O:42])[CH:28]=2)(=[O:26])=[O:25])=[CH:20][CH:19]=1)[C:9](=[O:15])[O:10][C:11]([CH3:14])([CH3:13])[CH3:12])[C:2]1[CH:7]=[CH:6][CH:5]=[CH:4][CH:3]=1.[H][H]. Product: [CH2:1]([N:8]([CH2:16][CH2:17][C:18]1[CH:23]=[CH:22][C:21]([S:24]([C:27]2[CH:32]=[CH:31][C:30]([OH:33])=[C:29]([C:41]([NH:43][CH3:44])=[O:42])[CH:28]=2)(=[O:26])=[O:25])=[CH:20][CH:19]=1)[C:9](=[O:15])[O:10][C:11]([CH3:13])([CH3:12])[CH3:14])[C:2]1[CH:3]=[CH:4][CH:5]=[CH:6][CH:7]=1. The catalyst class is: 43. (5) Reactant: [N:1]([CH2:4][CH:5]1[O:9][N:8]=[C:7]([C:10]2[S:11][C:12]([Br:15])=[CH:13][CH:14]=2)[CH2:6]1)=[N+:2]=[N-:3].[CH:16]12CC(C=C1)C=[CH:17]2. The catalyst class is: 12. Product: [Br:15][C:12]1[S:11][C:10]([C:7]2[CH2:6][CH:5]([CH2:4][N:1]3[CH:17]=[CH:16][N:3]=[N:2]3)[O:9][N:8]=2)=[CH:14][CH:13]=1. (6) Reactant: C([O:8][NH:9][C:10]([CH2:12][CH2:13][C:14]1[CH:44]=[CH:43][C:17]([O:18][C:19]2[CH:24]=[CH:23][C:22]([CH2:25][CH:26]([NH:32][S:33]([C:36]3[CH:41]=[CH:40][C:39]([CH3:42])=[CH:38][CH:37]=3)(=[O:35])=[O:34])[C:27]([N:29]([CH3:31])[CH3:30])=[O:28])=[CH:21][CH:20]=2)=[CH:16][CH:15]=1)=[O:11])C1C=CC=CC=1.[H][H]. Product: [OH:8][NH:9][C:10]([CH2:12][CH2:13][C:14]1[CH:15]=[CH:16][C:17]([O:18][C:19]2[CH:20]=[CH:21][C:22]([CH2:25][CH:26]([NH:32][S:33]([C:36]3[CH:37]=[CH:38][C:39]([CH3:42])=[CH:40][CH:41]=3)(=[O:35])=[O:34])[C:27]([N:29]([CH3:31])[CH3:30])=[O:28])=[CH:23][CH:24]=2)=[CH:43][CH:44]=1)=[O:11]. The catalyst class is: 19. (7) Reactant: [CH:1]1C=CC(C2C=CC(NC3C=CC=CC=3)=CC=2)=CC=1.[OH:20]/[N:21]=[C:22](/Cl)\[C:23]1[CH:28]=[CH:27][CH:26]=[CH:25][CH:24]=1.C(=O)(O)[O-].[Na+].[C:35]([O:38][CH2:39][CH3:40])(=[O:37])[CH3:36]. Product: [C:23]1([C:22]2[CH:1]=[C:36]([C:35]([O:38][CH2:39][CH3:40])=[O:37])[O:20][N:21]=2)[CH:28]=[CH:27][CH:26]=[CH:25][CH:24]=1. The catalyst class is: 6.